This data is from Blood-brain barrier permeability classification from the B3DB database. The task is: Regression/Classification. Given a drug SMILES string, predict its absorption, distribution, metabolism, or excretion properties. Task type varies by dataset: regression for continuous measurements (e.g., permeability, clearance, half-life) or binary classification for categorical outcomes (e.g., BBB penetration, CYP inhibition). Dataset: b3db_classification. (1) The result is 1 (penetrates BBB). The drug is C=CCC1([C@H](C)CCC)C(=O)NC(=S)NC1=O. (2) The molecule is CC(=O)N1CCN(C(=O)Cc2ccc(C(F)(F)F)cc2)C(CN2CCC(O)C2)C1. The result is 0 (does not penetrate BBB).